This data is from Catalyst prediction with 721,799 reactions and 888 catalyst types from USPTO. The task is: Predict which catalyst facilitates the given reaction. (1) Reactant: IC.[C:3]([O:7][C:8]([N:10]1[CH2:15][CH:14]=[C:13]([C:16]2[C:24]3[C:19](=[CH:20][CH:21]=[C:22]([C:25]([OH:27])=[O:26])[CH:23]=3)[NH:18][CH:17]=2)[CH2:12][CH2:11]1)=[O:9])([CH3:6])([CH3:5])[CH3:4].[C:28](=O)([O-])[O-].[K+].[K+]. Product: [C:3]([O:7][C:8]([N:10]1[CH2:11][CH:12]=[C:13]([C:16]2[C:24]3[C:19](=[CH:20][CH:21]=[C:22]([C:25]([O:27][CH3:28])=[O:26])[CH:23]=3)[NH:18][CH:17]=2)[CH2:14][CH2:15]1)=[O:9])([CH3:6])([CH3:4])[CH3:5]. The catalyst class is: 3. (2) Reactant: [CH3:1][NH2:2].[C:3]1([S:9]([C:12]2[CH:13]=[CH:14][C:15]3[O:20][CH2:19][C@@H:18]([CH2:21]OS(C)(=O)=O)[O:17][C:16]=3[CH:27]=2)(=[O:11])=[O:10])[CH:8]=[CH:7][CH:6]=[CH:5][CH:4]=1. Product: [C:3]1([S:9]([C:12]2[CH:13]=[CH:14][C:15]3[O:20][CH2:19][C@@H:18]([CH2:21][NH:2][CH3:1])[O:17][C:16]=3[CH:27]=2)(=[O:11])=[O:10])[CH:8]=[CH:7][CH:6]=[CH:5][CH:4]=1. The catalyst class is: 5. (3) Reactant: FC(F)(F)C(O)=O.[C:8]1([CH2:18][N:19]2[C:28](=[O:29])[C:27]3[N:26]([CH2:30][C:31]#[C:32][CH3:33])[C:25]([N:34]4[CH2:39][CH2:38][CH2:37][CH:36]([NH:40]C(OC(C)(C)C)=O)[CH2:35]4)=[N:24][C:23]=3[N:22]([CH2:48][C:49]([O:51][CH3:52])=[O:50])[C:20]2=[O:21])[C:17]2[C:12](=[CH:13][CH:14]=[CH:15][CH:16]=2)[CH:11]=[CH:10][CH:9]=1.C(=O)([O-])[O-].[K+].[K+]. Product: [C:8]1([CH2:18][N:19]2[C:28](=[O:29])[C:27]3[N:26]([CH2:30][C:31]#[C:32][CH3:33])[C:25]([N:34]4[CH2:39][CH2:38][CH2:37][CH:36]([NH2:40])[CH2:35]4)=[N:24][C:23]=3[N:22]([CH2:48][C:49]([O:51][CH3:52])=[O:50])[C:20]2=[O:21])[C:17]2[C:12](=[CH:13][CH:14]=[CH:15][CH:16]=2)[CH:11]=[CH:10][CH:9]=1. The catalyst class is: 4. (4) Reactant: [S:1]=[C:2]1[NH:7][C:6]2[CH:8]=[CH:9][NH:10][C:5]=2[C:4](=[O:11])[N:3]1[C:12]1[CH:17]=[CH:16][C:15]([O:18][CH2:19][C:20]([F:23])([F:22])[F:21])=[CH:14][CH:13]=1.Br[CH2:25][CH2:26][CH2:27][CH2:28][OH:29].[I-].[Na+].C(N(CC)CC)C. Product: [OH:29][CH2:28][CH2:27][CH2:26][CH2:25][S:1][C:2]1[N:3]([C:12]2[CH:13]=[CH:14][C:15]([O:18][CH2:19][C:20]([F:23])([F:22])[F:21])=[CH:16][CH:17]=2)[C:4](=[O:11])[C:5]2[NH:10][CH:9]=[CH:8][C:6]=2[N:7]=1. The catalyst class is: 434. (5) Reactant: [NH2:1][C@:2]1([C:14]([O:16][CH3:17])=[O:15])[CH2:6][CH2:5][C@@H:4]([C:7]2[CH:12]=[CH:11][C:10]([Br:13])=[CH:9][CH:8]=2)[CH2:3]1.[CH2:18]([O:25][C:26](ON1C(=O)CCC1=O)=[O:27])[C:19]1[CH:24]=[CH:23][CH:22]=[CH:21][CH:20]=1.C(=O)([O-])[O-].[K+].[K+]. Product: [CH2:18]([O:25][C:26]([NH:1][C@:2]1([C:14]([O:16][CH3:17])=[O:15])[CH2:6][CH2:5][C@@H:4]([C:7]2[CH:12]=[CH:11][C:10]([Br:13])=[CH:9][CH:8]=2)[CH2:3]1)=[O:27])[C:19]1[CH:24]=[CH:23][CH:22]=[CH:21][CH:20]=1. The catalyst class is: 47.